Dataset: Reaction yield outcomes from USPTO patents with 853,638 reactions. Task: Predict the reaction yield, written as a fraction of the theoretical maximum amount of product (1.0 means a 100% yield; for example, 0.34 means a 34% yield). (1) The reactants are [Br:1][C:2]1[CH:3]=[C:4]2[C:9](=[CH:10][C:11]=1[Cl:12])[N:8]=[C:7](O)[N:6]=[CH:5]2.P(Cl)(Cl)([Cl:16])=O. No catalyst specified. The product is [Br:1][C:2]1[CH:3]=[C:4]2[C:9](=[CH:10][C:11]=1[Cl:12])[N:8]=[C:7]([Cl:16])[N:6]=[CH:5]2. The yield is 0.480. (2) The reactants are [Br:1][C:2]1[C:11]([OH:12])=[C:10]2[C:5]([CH:6]=[CH:7][CH:8]=[N:9]2)=[CH:4][CH:3]=1.[H-].[Na+].I[CH3:16]. The catalyst is CN(C)C=O. The product is [Br:1][C:2]1[C:11]([O:12][CH3:16])=[C:10]2[C:5]([CH:6]=[CH:7][CH:8]=[N:9]2)=[CH:4][CH:3]=1. The yield is 1.00. (3) The reactants are [NH2:1][C@H:2]1[CH2:7][CH2:6][CH2:5][CH2:4][C@@H:3]1[NH:8][CH:9]1[CH2:14][CH2:13][N:12]([C:15]2([CH3:28])[CH2:20][CH2:19][N:18]([C:21]([O:23][C:24]([CH3:27])([CH3:26])[CH3:25])=[O:22])[CH2:17][CH2:16]2)[CH2:11][CH2:10]1.[C:29](N1C=CN=C1)(N1C=CN=C1)=[O:30]. The catalyst is C(#N)C. The product is [O:30]=[C:29]1[N:8]([CH:9]2[CH2:14][CH2:13][N:12]([C:15]3([CH3:28])[CH2:16][CH2:17][N:18]([C:21]([O:23][C:24]([CH3:27])([CH3:26])[CH3:25])=[O:22])[CH2:19][CH2:20]3)[CH2:11][CH2:10]2)[C@H:3]2[CH2:4][CH2:5][CH2:6][CH2:7][C@@H:2]2[NH:1]1. The yield is 0.280. (4) The reactants are CC(O)=O.[CH3:5][O:6][C:7](=[O:21])[CH2:8][CH:9]1[CH2:13][CH2:12][C:11](=[O:14])[CH:10]1[CH2:15][CH:16](OC)[O:17]C. The catalyst is O. The product is [O:14]=[C:11]1[CH2:12][CH2:13][CH:9]([CH2:8][C:7]([O:6][CH3:5])=[O:21])[CH:10]1[CH2:15][CH:16]=[O:17]. The yield is 0.890.